This data is from Full USPTO retrosynthesis dataset with 1.9M reactions from patents (1976-2016). The task is: Predict the reactants needed to synthesize the given product. Given the product [OH:15][C:12]1[CH:13]=[CH:14][C:9]([C:8](=[C:16]2[CH2:21][CH2:20][O:19][CH2:18][CH2:17]2)[C:5]2[CH:6]=[CH:7][C:2](/[CH:24]=[CH:23]/[C:22]([O:26][C:27]([CH3:30])([CH3:29])[CH3:28])=[O:25])=[CH:3][CH:4]=2)=[CH:10][CH:11]=1, predict the reactants needed to synthesize it. The reactants are: Br[C:2]1[CH:7]=[CH:6][C:5]([C:8](=[C:16]2[CH2:21][CH2:20][O:19][CH2:18][CH2:17]2)[C:9]2[CH:14]=[CH:13][C:12]([OH:15])=[CH:11][CH:10]=2)=[CH:4][CH:3]=1.[C:22]([O:26][C:27]([CH3:30])([CH3:29])[CH3:28])(=[O:25])[CH:23]=[CH2:24].CC1C=CC=CC=1P(C1C=CC=CC=1C)C1C=CC=CC=1C.CCN(CC)CC.